Dataset: Catalyst prediction with 721,799 reactions and 888 catalyst types from USPTO. Task: Predict which catalyst facilitates the given reaction. Reactant: [C:1](N1C=CN=C1)([N:3]1[CH:7]=[CH:6][N:5]=[CH:4]1)=[O:2].[CH3:13][C:14]1[N:15]=[C:16]([NH2:25])[S:17][C:18]=1[C:19]1[CH:24]=[CH:23][N:22]=[CH:21][CH:20]=1. Product: [CH3:13][C:14]1[N:15]=[C:16]([NH:25][C:1]([N:3]2[CH:7]=[CH:6][N:5]=[CH:4]2)=[O:2])[S:17][C:18]=1[C:19]1[CH:24]=[CH:23][N:22]=[CH:21][CH:20]=1. The catalyst class is: 2.